The task is: Predict the reactants needed to synthesize the given product.. This data is from Full USPTO retrosynthesis dataset with 1.9M reactions from patents (1976-2016). (1) Given the product [C:1]([O:5][C:6]([N:8]1[CH2:12][CH:11]([O:13][C:14]2[CH:19]=[CH:18][C:17]([F:20])=[CH:16][C:15]=2[F:21])[CH2:10][CH:9]1[CH2:22][O:23][C:25]1[CH:34]=[CH:33][C:28]([C:29]([O:31][CH3:32])=[O:30])=[CH:27][CH:26]=1)=[O:7])([CH3:4])([CH3:3])[CH3:2], predict the reactants needed to synthesize it. The reactants are: [C:1]([O:5][C:6]([N:8]1[CH2:12][CH:11]([O:13][C:14]2[CH:19]=[CH:18][C:17]([F:20])=[CH:16][C:15]=2[F:21])[CH2:10][CH:9]1[CH2:22][OH:23])=[O:7])([CH3:4])([CH3:3])[CH3:2].O[C:25]1[CH:34]=[CH:33][C:28]([C:29]([O:31][CH3:32])=[O:30])=[CH:27][CH:26]=1.C1C=CC(P(C2C=CC=CC=2)C2C=CC=CC=2)=CC=1.CC(OC(/N=N/C(OC(C)C)=O)=O)C. (2) The reactants are: [Br:1][C:2]1[CH:7]=[CH:6][C:5]([NH:8][C:9](=[O:18])[C:10]2[CH:15]=[C:14]([NH2:16])[CH:13]=[CH:12][C:11]=2[F:17])=[CH:4][CH:3]=1.[Cl:19][C:20]1[CH:28]=[CH:27][C:26]([CH2:29][NH:30][C:31]([C:33]([CH3:36])([CH3:35])[CH3:34])=[O:32])=[CH:25][C:21]=1[C:22](O)=[O:23].C1COCC1. Given the product [F:17][C:11]1[CH:12]=[CH:13][C:14]([NH:16][C:22](=[O:23])[C:21]2[CH:25]=[C:26]([CH2:29][NH:30][C:31]([C:33]([CH3:34])([CH3:36])[CH3:35])=[O:32])[CH:27]=[CH:28][C:20]=2[Cl:19])=[CH:15][C:10]=1[C:9]([NH:8][C:5]1[CH:4]=[CH:3][C:2]([Br:1])=[CH:7][CH:6]=1)=[O:18], predict the reactants needed to synthesize it. (3) Given the product [CH2:15]([O:17][C:4]1[C:13]2[C:8](=[C:9]([NH2:14])[CH:10]=[CH:11][CH:12]=2)[N:7]=[CH:6][CH:5]=1)[CH3:16], predict the reactants needed to synthesize it. The reactants are: [H-].[Na+].Cl[C:4]1[C:13]2[C:8](=[C:9]([NH2:14])[CH:10]=[CH:11][CH:12]=2)[N:7]=[CH:6][CH:5]=1.[CH2:15]([OH:17])[CH3:16]. (4) The reactants are: [CH2:1]([N:4]([CH3:20])[C:5]([C:7]1[C:8]([I:19])=[C:9]([C:13]([I:18])=[C:14]([NH2:17])[C:15]=1[I:16])[C:10]([Cl:12])=[O:11])=[O:6])[CH:2]=[CH2:3].[C:21]([O:24][CH2:25][C:26](Cl)=[O:27])(=[O:23])[CH3:22]. Given the product [CH2:1]([N:4]([CH3:20])[C:5]([C:7]1[C:15]([I:16])=[C:14]([NH:17][C:26]([CH2:25][O:24][C:21](=[O:23])[CH3:22])=[O:27])[C:13]([I:18])=[C:9]([C:10]([Cl:12])=[O:11])[C:8]=1[I:19])=[O:6])[CH:2]=[CH2:3], predict the reactants needed to synthesize it. (5) Given the product [OH:40][C:19]([CH3:39])([CH3:18])[CH2:20][O:21][C:22]1[CH:27]=[CH:26][C:25](/[CH:28]=[CH:29]/[C:2]2[CH:7]=[C:6]([C:8]3[NH:17][C:11]4[N:12]=[CH:13][NH:14][C:15](=[O:16])[C:10]=4[CH:9]=3)[CH:5]=[CH:4][N:3]=2)=[CH:24][CH:23]=1, predict the reactants needed to synthesize it. The reactants are: Cl[C:2]1[CH:7]=[C:6]([C:8]2[NH:17][C:11]3[N:12]=[CH:13][NH:14][C:15](=[O:16])[C:10]=3[CH:9]=2)[CH:5]=[CH:4][N:3]=1.[CH3:18][C:19]([OH:40])([CH3:39])[CH2:20][O:21][C:22]1[CH:27]=[CH:26][C:25](/[CH:28]=[CH:29]/B2OC(C)(C)C(C)(C)O2)=[CH:24][CH:23]=1. (6) Given the product [CH3:1][O:2][C:3]([C:4]1[C:5]2[CH:47]([OH:51])[C:48]([CH3:50])([CH3:49])[CH:12]([C:13]3[CH:18]=[CH:17][CH:16]=[C:15]([Br:19])[CH:14]=3)[NH:11][C:6]=2[C:7]([F:10])=[CH:8][CH:9]=1)=[O:20], predict the reactants needed to synthesize it. The reactants are: [CH3:1][O:2][C:3](=[O:20])[C:4]1[CH:9]=[CH:8][C:7]([F:10])=[C:6]([N:11]=[CH:12][C:13]2[CH:18]=[CH:17][CH:16]=[C:15]([Br:19])[CH:14]=2)[CH:5]=1.O.[O-]S(C(F)(F)F)(=O)=O.[Yb+3].[O-]S(C(F)(F)F)(=O)=O.[O-]S(C(F)(F)F)(=O)=O.[CH:47](=[O:51])[CH:48]([CH3:50])[CH3:49].O. (7) Given the product [Si:1]([O:8][CH:9]([C:22]1[O:23][C:24]([F:42])=[CH:25][N:26]=1)[CH2:10][CH2:11][CH2:12][CH2:13][CH2:14][CH2:15][C:16]1[CH:21]=[CH:20][CH:19]=[CH:18][CH:17]=1)([C:4]([CH3:7])([CH3:5])[CH3:6])([CH3:2])[CH3:3], predict the reactants needed to synthesize it. The reactants are: [Si:1]([O:8][CH:9]([C:22]1[O:23][CH:24]=[CH:25][N:26]=1)[CH2:10][CH2:11][CH2:12][CH2:13][CH2:14][CH2:15][C:16]1[CH:21]=[CH:20][CH:19]=[CH:18][CH:17]=1)([C:4]([CH3:7])([CH3:6])[CH3:5])([CH3:3])[CH3:2].[Li]C(C)(C)C.C1C=CC(S(N(S(C2C=CC=CC=2)(=O)=O)[F:42])(=O)=O)=CC=1. (8) Given the product [CH2:1]([O:8][C:9]1[CH:17]=[CH:16][C:12]([C:13]([Cl:23])=[O:14])=[CH:11][C:10]=1[N+:18]([O-:20])=[O:19])[C:2]1[CH:7]=[CH:6][CH:5]=[CH:4][CH:3]=1, predict the reactants needed to synthesize it. The reactants are: [CH2:1]([O:8][C:9]1[CH:17]=[CH:16][C:12]([C:13](O)=[O:14])=[CH:11][C:10]=1[N+:18]([O-:20])=[O:19])[C:2]1[CH:7]=[CH:6][CH:5]=[CH:4][CH:3]=1.S(Cl)([Cl:23])=O.